This data is from Peptide-MHC class I binding affinity with 185,985 pairs from IEDB/IMGT. The task is: Regression. Given a peptide amino acid sequence and an MHC pseudo amino acid sequence, predict their binding affinity value. This is MHC class I binding data. (1) The peptide sequence is RNNDPTLPY. The MHC is HLA-B39:01 with pseudo-sequence HLA-B39:01. The binding affinity (normalized) is 0.0847. (2) The binding affinity (normalized) is 0.0847. The MHC is HLA-A68:02 with pseudo-sequence HLA-A68:02. The peptide sequence is YRTAVCGLY.